This data is from Full USPTO retrosynthesis dataset with 1.9M reactions from patents (1976-2016). The task is: Predict the reactants needed to synthesize the given product. (1) Given the product [CH3:4][CH2:3][CH2:2][N:5]([C@@H:6]1[CH2:7][C:8]2[CH:9]=[CH:10][CH:11]=[C:12]([OH:16])[C:13]=2[CH2:14][CH2:15]1)[CH2:17][CH2:18][C:19]1[S:20][CH:21]=[CH:22][CH:23]=1, predict the reactants needed to synthesize it. The reactants are: Cl.[CH2:2]([N:5]([CH2:17][CH2:18][C:19]1[S:20][CH:21]=[CH:22][CH:23]=1)[CH:6]1[CH2:15][CH2:14][C:13]2[C:12]([OH:16])=[CH:11][CH:10]=[CH:9][C:8]=2[CH2:7]1)[CH2:3][CH3:4].[OH-].[Na+].P([O-])([O-])([O-])=O.[Na+].[Na+].[Na+]. (2) Given the product [CH2:1]([CH:5]1[CH2:10][CH2:9][CH2:8][NH:7][C:6]1=[O:11])[CH2:2][CH2:3][CH3:4], predict the reactants needed to synthesize it. The reactants are: [CH:1](=[C:5]1[CH2:10][CH2:9][CH2:8][NH:7][C:6]1=[O:11])[CH2:2][CH2:3][CH3:4].CO. (3) Given the product [F:17][C:18]1[CH:19]=[C:20]([NH:21][C:2]2[CH:12]=[C:11]([NH:13][CH2:14][CH2:15][CH3:16])[C:5]([C:6]([O:8][CH2:9][CH3:10])=[O:7])=[CH:4][N:3]=2)[CH:22]=[CH:23][CH:24]=1, predict the reactants needed to synthesize it. The reactants are: Cl[C:2]1[CH:12]=[C:11]([NH:13][CH2:14][CH2:15][CH3:16])[C:5]([C:6]([O:8][CH2:9][CH3:10])=[O:7])=[CH:4][N:3]=1.[F:17][C:18]1[CH:19]=[C:20]([CH:22]=[CH:23][CH:24]=1)[NH2:21].C(=O)([O-])[O-].[Cs+].[Cs+].C(=O)([O-])O.[Na+]. (4) Given the product [CH:1]([NH:4][C:5]1[CH:13]=[CH:12][C:8]([C:9]([NH:22][C:23]2[CH:24]=[C:25]([C:31]([N:33]3[CH2:38][CH2:37][CH:36]([C:39]4[CH:44]=[CH:43][C:42]([C:45]5[CH:46]=[N:47][N:48]([CH3:50])[CH:49]=5)=[CH:41][CH:40]=4)[CH2:35][CH2:34]3)=[O:32])[CH:26]=[CH:27][C:28]=2[NH:29][CH3:30])=[O:11])=[CH:7][N:6]=1)([CH3:2])[CH3:3], predict the reactants needed to synthesize it. The reactants are: [CH:1]([NH:4][C:5]1[CH:13]=[CH:12][C:8]([C:9]([O-:11])=O)=[CH:7][N:6]=1)([CH3:3])[CH3:2].C([NH3+])(C)C.S(Cl)(Cl)=O.[NH2:22][C:23]1[CH:24]=[C:25]([C:31]([N:33]2[CH2:38][CH2:37][CH:36]([C:39]3[CH:44]=[CH:43][C:42]([C:45]4[CH:46]=[N:47][N:48]([CH3:50])[CH:49]=4)=[CH:41][CH:40]=3)[CH2:35][CH2:34]2)=[O:32])[CH:26]=[CH:27][C:28]=1[NH:29][CH3:30].N1C=CC=CC=1. (5) Given the product [C:1]([O:5][C:6]([N:8]1[CH2:13][CH2:12][CH:11]([O:14][N:15]=[C:16]2[CH2:21][CH2:20][N:19]([C:26]3[CH:25]=[C:24]([F:31])[C:23]([Br:22])=[CH:28][C:27]=3[F:29])[CH2:18][CH2:17]2)[CH2:10][CH2:9]1)=[O:7])([CH3:4])([CH3:2])[CH3:3], predict the reactants needed to synthesize it. The reactants are: [C:1]([O:5][C:6]([N:8]1[CH2:13][CH2:12][CH:11]([O:14][N:15]=[C:16]2[CH2:21][CH2:20][NH:19][CH2:18][CH2:17]2)[CH2:10][CH2:9]1)=[O:7])([CH3:4])([CH3:3])[CH3:2].[Br:22][C:23]1[CH:28]=[C:27]([F:29])[C:26](F)=[CH:25][C:24]=1[F:31].CCN(C(C)C)C(C)C.Cl. (6) Given the product [Cl:46][C:43]1[CH:42]=[CH:41][C:40]([CH2:39][C:28]2[CH:29]=[C:30]([OH:31])[C:25](=[O:24])[NH:26][N:27]=2)=[CH:45][CH:44]=1, predict the reactants needed to synthesize it. The reactants are: OC1C(=O)NN=C(CCC2C=CC=CC=2)C=1.C([O:24][C:25]1[N:26]=[N:27][C:28]([CH2:39][C:40]2[CH:45]=[CH:44][C:43]([Cl:46])=[CH:42][CH:41]=2)=[CH:29][C:30]=1[O:31]CC1C=CC=CC=1)C1C=CC=CC=1.C(OCC)(=O)C. (7) Given the product [CH3:42][O:43][C:3]1[N:41]=[C:6]2[N:7]=[C:8]([C:17]3[CH:22]=[CH:21][C:20]([CH2:23][N:24]4[CH2:29][CH2:28][CH:27]([C:30]5[N:34]=[C:33]([C:35]6[CH:40]=[CH:39][CH:38]=[CH:37][N:36]=6)[NH:32][N:31]=5)[CH2:26][CH2:25]4)=[CH:19][CH:18]=3)[C:9]([C:11]3[CH:16]=[CH:15][CH:14]=[CH:13][CH:12]=3)=[CH:10][N:5]2[N:4]=1, predict the reactants needed to synthesize it. The reactants are: C([C:3]1[N:41]=[C:6]2[N:7]=[C:8]([C:17]3[CH:22]=[CH:21][C:20]([CH2:23][N:24]4[CH2:29][CH2:28][CH:27]([C:30]5[N:34]=[C:33]([C:35]6[CH:40]=[CH:39][CH:38]=[CH:37][N:36]=6)[NH:32][N:31]=5)[CH2:26][CH2:25]4)=[CH:19][CH:18]=3)[C:9]([C:11]3[CH:16]=[CH:15][CH:14]=[CH:13][CH:12]=3)=[CH:10][N:5]2[N:4]=1)#C.[CH3:42][O-:43].[Na+].